This data is from Reaction yield outcomes from USPTO patents with 853,638 reactions. The task is: Predict the reaction yield, written as a fraction of the theoretical maximum amount of product (1.0 means a 100% yield; for example, 0.34 means a 34% yield). (1) The yield is 0.860. The catalyst is ClCCl. The product is [CH3:1][C@:2]12[C:10]([C:11]3([CH2:14][CH2:15][CH2:16][C:17]([CH3:18])([O:20][Si:23]([CH3:25])([CH3:24])[CH3:22])[CH3:19])[CH2:13][CH2:12]3)=[CH:9][CH2:8][C@H:7]1[C:6](=[O:21])[CH2:5][CH2:4][CH2:3]2. The reactants are [CH3:1][C@:2]12[C:10]([C:11]3([CH:14]=[CH:15][CH2:16][C:17]([OH:20])([CH3:19])[CH3:18])[CH2:13][CH2:12]3)=[CH:9][CH2:8][C@H:7]1[C:6](=[O:21])[CH2:5][CH2:4][CH2:3]2.[CH3:22][Si:23](C1NC=CN=1)([CH3:25])[CH3:24]. (2) The reactants are C(O[C:6]([N:8]1[CH2:13][CH2:12][N:11]([C:14]2[C:18]3[CH:19]=[CH:20][CH:21]=[CH:22][C:17]=3[O:16][N:15]=2)[CH2:10][CH2:9]1)=O)(C)(C)C.FC(F)(F)C(O)=O.[O:30]1C[CH:31]1[CH2:33][N:34]1[C:42]2[CH2:41][CH2:40][N:39]([C:43](=[O:45])[CH3:44])[CH2:38][C:37]=2[C:36]([C:46]2[CH:51]=[CH:50][C:49]([C:52]([F:55])([F:54])[F:53])=[CH:48][CH:47]=2)=[N:35]1. The catalyst is C(Cl)Cl. The product is [O:16]1[C:17]2[CH:22]=[CH:21][CH:20]=[CH:19][C:18]=2[C:14]([N:11]2[CH2:10][CH2:9][N:8]([CH2:6][CH:31]([OH:30])[CH2:33][N:34]3[C:42]4[CH2:41][CH2:40][N:39]([C:43](=[O:45])[CH3:44])[CH2:38][C:37]=4[C:36]([C:46]4[CH:51]=[CH:50][C:49]([C:52]([F:55])([F:54])[F:53])=[CH:48][CH:47]=4)=[N:35]3)[CH2:13][CH2:12]2)=[N:15]1. The yield is 0.680. (3) The reactants are [Br:1][C:2]1[CH:11]=[C:10]2[C:5]([CH:6]=[CH:7][N:8]=[C:9]2[OH:12])=[CH:4][CH:3]=1.[C:13]([C:15]1[CH:16]=[C:17]([CH:20]=[CH:21][CH:22]=1)[CH2:18]Br)#[N:14].C(=O)([O-])[O-].[Cs+].[Cs+]. The catalyst is CN(C)C=O. The product is [Br:1][C:2]1[CH:11]=[C:10]2[C:5]([CH:6]=[CH:7][N:8]([CH2:18][C:17]3[CH:16]=[C:15]([CH:22]=[CH:21][CH:20]=3)[C:13]#[N:14])[C:9]2=[O:12])=[CH:4][CH:3]=1. The yield is 0.628. (4) The reactants are [CH3:1][C:2](=[CH2:16])[CH2:3][CH2:4][O:5][C:6]1[CH:7]=[C:8]([NH:12][C:13](=[O:15])[CH3:14])[CH:9]=[CH:10][CH:11]=1.[Al+3].[Cl-].[Cl-].[Cl-].O. The catalyst is FC1C=CC=CC=1. The product is [CH3:16][C:2]1([CH3:1])[C:11]2[C:6](=[CH:7][C:8]([NH:12][C:13](=[O:15])[CH3:14])=[CH:9][CH:10]=2)[O:5][CH2:4][CH2:3]1. The yield is 0.540. (5) The catalyst is [Zn].C(OCC)(=O)C. The yield is 0.980. The product is [CH3:1][O:2][C:3](=[O:23])[C:4]1[C:9]([NH:10][C:11]2[CH:16]=[CH:15][C:14]([Br:17])=[CH:13][C:12]=2[Cl:18])=[C:8]([Cl:19])[C:7]([NH2:20])=[N:6][CH:5]=1. The reactants are [CH3:1][O:2][C:3](=[O:23])[C:4]1[C:9]([NH:10][C:11]2[CH:16]=[CH:15][C:14]([Br:17])=[CH:13][C:12]=2[Cl:18])=[C:8]([Cl:19])[C:7]([N:20]=[N+]=[N-])=[N:6][CH:5]=1.ClCCl.C(O)(=O)C. (6) The reactants are [I:1][C:2]1[CH:10]=[C:6]([C:7]([OH:9])=[O:8])[C:5]([NH2:11])=[CH:4][CH:3]=1.CO.[NH3:14]. No catalyst specified. The product is [I:1][C:2]1[CH:10]=[C:6]([C:7]([O-:9])=[O:8])[C:5]([NH2:11])=[CH:4][CH:3]=1.[NH4+:14]. The yield is 0.850. (7) The product is [NH2:7][CH2:8][C:9]#[C:10][CH2:11][N:12]1[CH:16]=[CH:15][C:14]([NH:17][C:18](=[O:37])[C@@H:19]([C:26]2[CH:31]=[CH:30][C:29]([S:32]([CH3:35])(=[O:33])=[O:34])=[C:28]([Cl:36])[CH:27]=2)[CH2:20][CH:21]2[CH2:22][CH2:23][CH2:24][CH2:25]2)=[N:13]1. The yield is 0.690. The catalyst is C(Cl)Cl.C(OCC)(=O)C. The reactants are C(OC(=O)[NH:7][CH2:8][C:9]#[C:10][CH2:11][N:12]1[CH:16]=[CH:15][C:14]([NH:17][C:18](=[O:37])[C@@H:19]([C:26]2[CH:31]=[CH:30][C:29]([S:32]([CH3:35])(=[O:34])=[O:33])=[C:28]([Cl:36])[CH:27]=2)[CH2:20][CH:21]2[CH2:25][CH2:24][CH2:23][CH2:22]2)=[N:13]1)(C)(C)C.FC(F)(F)C(O)=O.